From a dataset of Forward reaction prediction with 1.9M reactions from USPTO patents (1976-2016). Predict the product of the given reaction. (1) Given the reactants [OH:1][C:2]1[C:9]([N+:10]([O-:12])=[O:11])=[CH:8][CH:7]=[CH:6][C:3]=1[C:4]#[N:5].IC.[C:15](=O)([O-])[O-].[K+].[K+].[Li+].[Cl-], predict the reaction product. The product is: [CH3:15][O:1][C:2]1[C:9]([N+:10]([O-:12])=[O:11])=[CH:8][CH:7]=[CH:6][C:3]=1[C:4]#[N:5]. (2) Given the reactants [CH2:1]([C:8]1[N:13]=[N:12][C:11]([C:14]2[CH2:19][CH2:18][N:17]([C:20]3[N:21]=[CH:22][C:23]([C:26]([O:28][CH3:29])=[O:27])=[N:24][CH:25]=3)[CH2:16][CH:15]=2)=[C:10]([CH3:30])[C:9]=1[CH3:31])[C:2]1[CH:7]=[CH:6][CH:5]=[CH:4][CH:3]=1, predict the reaction product. The product is: [CH2:1]([C:8]1[N:13]=[N:12][C:11]([CH:14]2[CH2:19][CH2:18][N:17]([C:20]3[N:21]=[CH:22][C:23]([C:26]([O:28][CH3:29])=[O:27])=[N:24][CH:25]=3)[CH2:16][CH2:15]2)=[C:10]([CH3:30])[C:9]=1[CH3:31])[C:2]1[CH:7]=[CH:6][CH:5]=[CH:4][CH:3]=1.